From a dataset of Full USPTO retrosynthesis dataset with 1.9M reactions from patents (1976-2016). Predict the reactants needed to synthesize the given product. Given the product [Cl:19][C:5]1[CH:4]=[C:21]([Cl:24])[C:2]([OH:1])=[C:11]2[C:6]=1[CH:7]=[CH:8][C:9]([C:12]([O:14][CH3:15])=[O:13])=[CH:10]2, predict the reactants needed to synthesize it. The reactants are: [OH:1][C:2]1C=[CH:4][CH:5]=[C:6]2[C:11]=1[CH:10]=[C:9]([C:12]([O:14][CH3:15])=[O:13])[CH:8]=[CH:7]2.S(Cl)([Cl:19])(=O)=O.[CH:21]([Cl:24])(Cl)Cl.